Dataset: Forward reaction prediction with 1.9M reactions from USPTO patents (1976-2016). Task: Predict the product of the given reaction. (1) Given the reactants [OH:1][C:2]1[C:7]([C:8]([O:10][CH3:11])=[O:9])=[CH:6][CH:5]=[CH:4][C:3]=1[NH:12][C:13]([C:15]1([CH3:30])[CH2:19][CH2:18][CH2:17][N:16]1[C:20]([O:22][CH2:23][C:24]1[CH:29]=[CH:28][CH:27]=[CH:26][CH:25]=1)=[O:21])=O.N1C=CC=CC=1.S(Cl)(Cl)=O, predict the reaction product. The product is: [CH2:23]([O:22][C:20]([N:16]1[CH2:17][CH2:18][CH2:19][C:15]1([C:13]1[O:1][C:2]2[C:7]([C:8]([O:10][CH3:11])=[O:9])=[CH:6][CH:5]=[CH:4][C:3]=2[N:12]=1)[CH3:30])=[O:21])[C:24]1[CH:25]=[CH:26][CH:27]=[CH:28][CH:29]=1. (2) Given the reactants [F:1][C:2]([F:18])([F:17])[C:3]1[CH:4]=[C:5]([S:13](Cl)(=[O:15])=[O:14])[CH:6]=[C:7]([C:9]([F:12])([F:11])[F:10])[CH:8]=1.C([N:21](CC)CC)C.[NH2:26][C@@H:27]1[CH2:31][CH2:30][N:29]([C:32](OC(C)(C)C)=O)[CH2:28]1.CCN(C(C)C)C(C)C.BrC#N, predict the reaction product. The product is: [C:32]([N:29]1[CH2:30][CH2:31][C@@H:27]([NH:26][S:13]([C:5]2[CH:4]=[C:3]([C:2]([F:18])([F:17])[F:1])[CH:8]=[C:7]([C:9]([F:12])([F:11])[F:10])[CH:6]=2)(=[O:15])=[O:14])[CH2:28]1)#[N:21]. (3) The product is: [CH3:25][C:4]1[CH:3]=[C:2]([N:28]2[CH2:29][CH2:30][O:26][C:27]2=[O:31])[CH:7]=[CH:6][C:5]=1[C:8]([N:10]1[CH2:15][CH2:14][N:13]([C:16]2[C:21]([CH3:22])=[CH:20][C:19]([CH3:23])=[C:18]([CH3:24])[N:17]=2)[CH2:12][CH2:11]1)=[O:9]. Given the reactants Br[C:2]1[CH:7]=[CH:6][C:5]([C:8]([N:10]2[CH2:15][CH2:14][N:13]([C:16]3[C:21]([CH3:22])=[CH:20][C:19]([CH3:23])=[C:18]([CH3:24])[N:17]=3)[CH2:12][CH2:11]2)=[O:9])=[C:4]([CH3:25])[CH:3]=1.[O:26]1[CH2:30][CH2:29][NH:28][C:27]1=[O:31], predict the reaction product. (4) Given the reactants [Br:1][C:2]1[CH:3]=[C:4]([CH:9](O)[CH3:10])[CH:5]=[CH:6][C:7]=1[F:8].C1(P(C2C=CC=CC=2)C2C=CC=CC=2)C=CC=CC=1.[Br:31]Br, predict the reaction product. The product is: [Br:1][C:2]1[CH:3]=[C:4]([CH:9]([Br:31])[CH3:10])[CH:5]=[CH:6][C:7]=1[F:8].